From a dataset of Reaction yield outcomes from USPTO patents with 853,638 reactions. Predict the reaction yield, written as a fraction of the theoretical maximum amount of product (1.0 means a 100% yield; for example, 0.34 means a 34% yield). (1) The reactants are [CH3:1][C:2]([C:4]1[CH:9]=[C:8]([C:10]([CH3:13])([CH3:12])[CH3:11])[C:7]([OH:14])=[C:6]([C:15]([CH3:18])([CH3:17])[CH3:16])[CH:5]=1)=O.[C:19](#[N:23])[CH2:20][C:21]#[N:22]. No catalyst specified. The product is [C:15]([C:6]1[CH:5]=[C:4]([C:2](=[C:20]([C:19]#[N:23])[C:21]#[N:22])[CH3:1])[CH:9]=[C:8]([C:10]([CH3:13])([CH3:12])[CH3:11])[C:7]=1[OH:14])([CH3:18])([CH3:17])[CH3:16]. The yield is 0.100. (2) The reactants are [Br:1][C:2]1[CH:3]=[C:4]([N:10]2[C:14]3=[N:15][CH:16]=[CH:17][CH:18]=[C:13]3[C:12]([C:19]([O:21][CH3:22])=[O:20])=[N:11]2)[CH:5]=[C:6]([CH2:8]Cl)[CH:7]=1.[CH3:23][N:24](C)C=O. The catalyst is O. The product is [Br:1][C:2]1[CH:3]=[C:4]([N:10]2[C:14]3=[N:15][CH:16]=[CH:17][CH:18]=[C:13]3[C:12]([C:19]([O:21][CH3:22])=[O:20])=[N:11]2)[CH:5]=[C:6]([CH2:8][C:23]#[N:24])[CH:7]=1. The yield is 0.560. (3) The reactants are [C:1]([BH3-])#[N:2].[Na+].[Br:5][C:6]1[CH:7]=[C:8]([CH:11]=O)[S:9][CH:10]=1.Cl.CN.C(N(CC)CC)C. The catalyst is C(OCC)(=O)C.O. The product is [Br:5][C:6]1[CH:7]=[C:8]([CH2:11][NH:2][CH3:1])[S:9][CH:10]=1. The yield is 0.520. (4) The reactants are [N:1]1[CH:6]=[CH:5][CH:4]=[CH:3][C:2]=1[CH:7]([C:9]1([C:17]2[CH:18]=[N:19][CH:20]=[C:21]([C:23]([F:26])([F:25])[F:24])[CH:22]=2)[CH2:12][C:11]2(OCC[O:13]2)[CH2:10]1)[OH:8].Cl.[OH-].[Na+]. The catalyst is CC(C)=O. The product is [OH:8][CH:7]([C:2]1[CH:3]=[CH:4][CH:5]=[CH:6][N:1]=1)[C:9]1([C:17]2[CH:18]=[N:19][CH:20]=[C:21]([C:23]([F:26])([F:24])[F:25])[CH:22]=2)[CH2:10][C:11](=[O:13])[CH2:12]1. The yield is 0.940. (5) The reactants are [N:1]1[N:2]=[C:3]([C:10]2[CH:19]=[CH:18][C:17]3[C:12](=[C:13]([O:20][C@H:21]4[CH2:26][CH2:25][N:24]([C:27]([O:29][C:30]([CH3:33])([CH3:32])[CH3:31])=[O:28])[C@H:23]([C:34]([OH:36])=O)[CH2:22]4)[CH:14]=[CH:15][CH:16]=3)[N:11]=2)[N:4]2[CH:9]=[CH:8][CH:7]=[CH:6][C:5]=12.[CH3:37]CN=C=NCCCN(C)C.C1C=C[C:51]2[N:56]([OH:57])N=NC=2C=1.C(N(CC)CC)C.Cl.CN(C)O. The catalyst is C(Cl)Cl.CCOC(C)=O. The product is [N:1]1[N:2]=[C:3]([C:10]2[CH:19]=[CH:18][C:17]3[C:12](=[C:13]([O:20][C@H:21]4[CH2:26][CH2:25][N:24]([C:27]([O:29][C:30]([CH3:31])([CH3:33])[CH3:32])=[O:28])[C@H:23]([C:34](=[O:36])[N:56]([O:57][CH3:37])[CH3:51])[CH2:22]4)[CH:14]=[CH:15][CH:16]=3)[N:11]=2)[N:4]2[CH:9]=[CH:8][CH:7]=[CH:6][C:5]=12. The yield is 0.700.